Dataset: Catalyst prediction with 721,799 reactions and 888 catalyst types from USPTO. Task: Predict which catalyst facilitates the given reaction. (1) Reactant: [Cl-].O[NH3+:3].[C:4](=[O:7])([O-])[OH:5].[Na+].CS(C)=O.[CH:13]1([CH2:16][O:17][C:18]2[CH:23]=[CH:22][C:21]([N:24]3[C:29](=[O:30])[C:28]([CH2:31][C:32]4[CH:37]=[CH:36][C:35]([C:38]5[C:39]([C:44]#[N:45])=[CH:40][CH:41]=[CH:42][CH:43]=5)=[CH:34][CH:33]=4)=[C:27]([CH2:46][CH2:47][CH3:48])[N:26]=[C:25]3[CH3:49])=[CH:20][C:19]=2[F:50])[CH2:15][CH2:14]1. Product: [CH:13]1([CH2:16][O:17][C:18]2[CH:23]=[CH:22][C:21]([N:24]3[C:29](=[O:30])[C:28]([CH2:31][C:32]4[CH:37]=[CH:36][C:35]([C:38]5[CH:43]=[CH:42][CH:41]=[CH:40][C:39]=5[C:44]5[NH:3][C:4](=[O:7])[O:5][N:45]=5)=[CH:34][CH:33]=4)=[C:27]([CH2:46][CH2:47][CH3:48])[N:26]=[C:25]3[CH3:49])=[CH:20][C:19]=2[F:50])[CH2:15][CH2:14]1. The catalyst class is: 84. (2) Reactant: [Cl:1][C:2]1[CH:3]=[CH:4][C:5]([C:8]([OH:10])=O)=[N:6][CH:7]=1.CN(C(ON1N=NC2C=CC=CC1=2)=[N+](C)C)C.F[P-](F)(F)(F)(F)F.Br.Br.Br.[CH2:38]([C:40]1[C:41]([C:48]2[CH:56]=[C:55]3[C:51]([C:52]([C:57]4[NH:58][C:59]5[CH2:64][CH2:63][NH:62][CH2:61][C:60]=5[N:65]=4)=[N:53][NH:54]3)=[CH:50][CH:49]=2)=[CH:42][C:43]([F:47])=[C:44]([OH:46])[CH:45]=1)[CH3:39].CCN(C(C)C)C(C)C.C(=O)([O-])O.[Na+]. Product: [Cl:1][C:2]1[CH:3]=[CH:4][C:5]([C:8]([N:62]2[CH2:61][C:60]3[N:65]=[C:57]([C:52]4[C:51]5[C:55](=[CH:56][C:48]([C:41]6[CH:42]=[C:43]([F:47])[C:44]([OH:46])=[CH:45][C:40]=6[CH2:38][CH3:39])=[CH:49][CH:50]=5)[NH:54][N:53]=4)[NH:58][C:59]=3[CH2:64][CH2:63]2)=[O:10])=[N:6][CH:7]=1. The catalyst class is: 3. (3) Reactant: [CH2:1]([Li])[CH2:2][CH2:3]C.[CH3:6]CCCCC.CN(C)CCN(C)C.[C:20]([C:23]1[O:24][CH:25]=[CH:26][CH:27]=1)(=O)[CH3:21].C([C:30]12[C:40](C(C)C)=[CH:39][CH:38]=[CH:37][CH:36]1[NH:35][C:34](=O)[O:33][C:31]2=O)C. Product: [CH2:34]([N:35]1[C:36]2[C:30](=[CH:40][C:39]([CH:2]([CH3:3])[CH3:1])=[CH:38][CH:37]=2)[C:31](=[O:33])[CH:21]=[C:20]1[C:23]1[O:24][CH:25]=[CH:26][CH:27]=1)[CH3:6]. The catalyst class is: 683. (4) Reactant: C([N:3]([CH2:6]C)CC)C.[C:8]([OH:12])([CH3:11])([CH3:10])[CH3:9].C1C=CC(P(N=[N+]=[N-])(C2C=CC=CC=2)=[O:20])=CC=1.[F:30][C:31]1[C:32]([N:40]2[CH:44]=[CH:43][CH:42]=[N:41]2)=[N:33][CH:34]=[C:35]([CH:39]=1)C(O)=O. Product: [C:8]([O:12][C:6](=[O:20])[NH:3][C:35]1[CH:34]=[N:33][C:32]([N:40]2[CH:44]=[CH:43][CH:42]=[N:41]2)=[C:31]([F:30])[CH:39]=1)([CH3:11])([CH3:10])[CH3:9]. The catalyst class is: 226. (5) Reactant: Cl.[Cl:2][C:3]1[C:4]([F:31])=[C:5]([NH:9][C:10]2[C:19]3[C:14](=[CH:15][C:16]([O:29][CH3:30])=[C:17]([O:20][C@H:21]4[CH2:26][CH2:25][C@H:24]([NH:27][CH3:28])[CH2:23][CH2:22]4)[CH:18]=3)[N:13]=[CH:12][N:11]=2)[CH:6]=[CH:7][CH:8]=1.C(N(CC)CC)C.[N:39]1([C:45](Cl)=[O:46])[CH2:44][CH2:43][O:42][CH2:41][CH2:40]1. Product: [Cl:2][C:3]1[C:4]([F:31])=[C:5]([NH:9][C:10]2[C:19]3[C:14](=[CH:15][C:16]([O:29][CH3:30])=[C:17]([O:20][C@H:21]4[CH2:22][CH2:23][C@H:24]([N:27]([C:45]([N:39]5[CH2:44][CH2:43][O:42][CH2:41][CH2:40]5)=[O:46])[CH3:28])[CH2:25][CH2:26]4)[CH:18]=3)[N:13]=[CH:12][N:11]=2)[CH:6]=[CH:7][CH:8]=1. The catalyst class is: 115.